This data is from Forward reaction prediction with 1.9M reactions from USPTO patents (1976-2016). The task is: Predict the product of the given reaction. (1) Given the reactants [CH3:1][O:2][C:3](=[O:36])[C@@H:4]([NH:25]C(OCC1C=CC=CC=1)=O)[CH2:5][C:6]1[CH:11]=[CH:10][C:9]([O:12]CC2C=CC=CC=2)=[C:8]([O:20][C:21](=[O:24])[NH:22][CH3:23])[CH:7]=1.C([Cl:44])C1C=CC=CC=1, predict the reaction product. The product is: [Cl-:44].[OH:12][C:9]1[CH:10]=[CH:11][C:6]([CH2:5][C@H:4]([NH3+:25])[C:3]([O:2][CH3:1])=[O:36])=[CH:7][C:8]=1[O:20][C:21](=[O:24])[NH:22][CH3:23]. (2) The product is: [Cl:1][C:2]1[CH:16]=[CH:15][C:5]([O:6][C:7]2[CH:14]=[CH:13][C:12]([OH:25])=[CH:11][CH:8]=2)=[CH:4][CH:3]=1. Given the reactants [Cl:1][C:2]1[CH:16]=[CH:15][C:5]([O:6][C:7]2[CH:14]=[CH:13][CH:12]=[CH:11][C:8]=2C=O)=[CH:4][CH:3]=1.ClC1C=CC=C(C(OO)=[O:25])C=1.C(=O)(O)[O-].[Na+], predict the reaction product.